Dataset: Full USPTO retrosynthesis dataset with 1.9M reactions from patents (1976-2016). Task: Predict the reactants needed to synthesize the given product. Given the product [CH2:1]([N:8]1[C:12]2[N:13]=[C:14]([C:23]([CH3:26])([CH3:25])[CH3:24])[N:15]=[C:16]([N:17]3[CH2:21][CH2:20][C:19]([CH3:27])([OH:22])[CH2:18]3)[C:11]=2[N:10]=[N:9]1)[C:2]1[CH:7]=[CH:6][CH:5]=[CH:4][CH:3]=1.[CH2:27]([N:34]1[C:38]2[N:39]=[C:40]([C:44]([CH3:47])([CH3:46])[CH3:45])[N:41]=[C:42]([N:51]3[CH2:52][CH2:53][C@:49]([CH3:48])([OH:54])[CH2:50]3)[C:37]=2[N:36]=[N:35]1)[C:28]1[CH:33]=[CH:32][CH:31]=[CH:30][CH:29]=1.[CH2:1]([N:8]1[C:12]2[N:13]=[C:14]([C:23]([CH3:26])([CH3:25])[CH3:24])[N:15]=[C:16]([N:17]3[CH2:21][CH2:20][C@@:19]([CH3:27])([OH:22])[CH2:18]3)[C:11]=2[N:10]=[N:9]1)[C:2]1[CH:7]=[CH:6][CH:5]=[CH:4][CH:3]=1, predict the reactants needed to synthesize it. The reactants are: [CH2:1]([N:8]1[C:12]2[N:13]=[C:14]([C:23]([CH3:26])([CH3:25])[CH3:24])[N:15]=[C:16]([N:17]3[CH2:21][CH2:20][C@@H:19]([OH:22])[CH2:18]3)[C:11]=2[N:10]=[N:9]1)[C:2]1[CH:7]=[CH:6][CH:5]=[CH:4][CH:3]=1.[CH2:27]([N:34]1[C:38]2[N:39]=[C:40]([C:44]([CH3:47])([CH3:46])[CH3:45])[N:41]=[C:42](Cl)[C:37]=2[N:36]=[N:35]1)[C:28]1[CH:33]=[CH:32][CH:31]=[CH:30][CH:29]=1.[CH3:48][C:49]1([OH:54])[CH2:53][CH2:52][NH:51][CH2:50]1.